Dataset: Full USPTO retrosynthesis dataset with 1.9M reactions from patents (1976-2016). Task: Predict the reactants needed to synthesize the given product. (1) Given the product [OH:21][C:4]1[C:5]([C:12]([NH:14][CH2:15][C:16]([OH:18])=[O:17])=[O:13])=[C:6]2[C:11](=[C:2]([C:27]3[S:28][CH:29]=[CH:30][N:31]=3)[CH:3]=1)[N:10]=[CH:9][CH:8]=[N:7]2, predict the reactants needed to synthesize it. The reactants are: Br[C:2]1[CH:3]=[C:4]([OH:21])[C:5]([C:12]([NH:14][CH2:15][C:16]([O:18]CC)=[O:17])=[O:13])=[C:6]2[C:11]=1[N:10]=[CH:9][CH:8]=[N:7]2.C([Sn](CCCC)(CCCC)[C:27]1[S:28][CH:29]=[CH:30][N:31]=1)CCC.[OH-].[Na+]. (2) The reactants are: [Cl:1][C:2]1[CH:10]=[CH:9][C:8]([O:11][CH3:12])=[CH:7][C:3]=1[C:4](O)=[O:5].S(Cl)([Cl:15])=O. Given the product [Cl:1][C:2]1[CH:10]=[CH:9][C:8]([O:11][CH3:12])=[CH:7][C:3]=1[C:4]([Cl:15])=[O:5], predict the reactants needed to synthesize it. (3) Given the product [F:1][CH:2]([F:14])[O:3][C:4]1[CH:9]=[CH:8][C:7]([C:10](=[O:12])/[CH:11]=[CH:15]/[N:16]([CH3:19])[CH3:17])=[CH:6][C:5]=1[O:13][CH3:20], predict the reactants needed to synthesize it. The reactants are: [F:1][CH:2]([F:14])[O:3][C:4]1[CH:9]=[CH:8][C:7]([C:10](=[O:12])[CH3:11])=[CH:6][C:5]=1[OH:13].[CH3:15][N:16]([CH3:19])[CH:17]=O.[CH3:20]OC(OC)N(C)C. (4) Given the product [NH2:1][C:2]1[N:7]=[C:6]([N:8]2[C:16]3[C:11](=[CH:12][CH:13]=[C:14]([C:31]#[C:30][C:28]([OH:32])([C:23]4[N:24]=[CH:25][CH:26]=[CH:27][N:22]=4)[CH3:29])[CH:15]=3)[C:10]([C:18]([OH:20])=[O:19])=[N:9]2)[CH:5]=[C:4]([Cl:21])[N:3]=1, predict the reactants needed to synthesize it. The reactants are: [NH2:1][C:2]1[N:7]=[C:6]([N:8]2[C:16]3[C:11](=[CH:12][CH:13]=[C:14](I)[CH:15]=3)[C:10]([C:18]([OH:20])=[O:19])=[N:9]2)[CH:5]=[C:4]([Cl:21])[N:3]=1.[N:22]1[CH:27]=[CH:26][CH:25]=[N:24][C:23]=1[C:28]([OH:32])([C:30]#[CH:31])[CH3:29]. (5) Given the product [F:8][C:9]1[CH:10]=[CH:11][C:12]([NH:13][C:14]2[CH:26]=[C:25](/[CH:27]=[CH:28]/[C:29]3[CH:33]=[CH:32][S:31][CH:30]=3)[CH:24]=[CH:23][C:15]=2[C:16]([OH:18])=[O:17])=[CH:34][CH:35]=1, predict the reactants needed to synthesize it. The reactants are: FC(F)(F)C(O)=O.[F:8][C:9]1[CH:35]=[CH:34][C:12]([NH:13][C:14]2[CH:26]=[C:25](/[CH:27]=[CH:28]/[C:29]3[CH:33]=[CH:32][S:31][CH:30]=3)[CH:24]=[CH:23][C:15]=2[C:16]([O:18]C(C)(C)C)=[O:17])=[CH:11][CH:10]=1. (6) Given the product [CH2:1]([N:5]1[C:14]2[C:9](=[N:10][CH:11]=[C:12]([CH2:15][C:16]3[CH:21]=[CH:20][C:19]([F:22])=[CH:18][CH:17]=3)[CH:13]=2)[C:8]([OH:23])=[C:7]([C:24]([NH:30][CH2:31][C@@H:32]([OH:34])[CH3:33])=[O:25])[C:6]1=[O:29])[CH2:2][CH2:3][CH3:4], predict the reactants needed to synthesize it. The reactants are: [CH2:1]([N:5]1[C:14]2[C:9](=[N:10][CH:11]=[C:12]([CH2:15][C:16]3[CH:21]=[CH:20][C:19]([F:22])=[CH:18][CH:17]=3)[CH:13]=2)[C:8]([OH:23])=[C:7]([C:24](OCC)=[O:25])[C:6]1=[O:29])[CH2:2][CH2:3][CH3:4].[NH2:30][CH2:31][C@@H:32]([OH:34])[CH3:33]. (7) Given the product [CH3:1][N:2]1[CH:6]=[C:5]([C:7]2[CH:8]=[C:9]3[C:14](=[CH:15][CH:16]=2)[N:13]([C:17]2[C:21]4[CH2:22][NH:23][CH2:24][CH2:25][C:20]=4[N:19]([C@H:33]4[CH2:37][CH2:36][O:35][CH2:34]4)[N:18]=2)[CH2:12][CH2:11][CH2:10]3)[CH:4]=[N:3]1, predict the reactants needed to synthesize it. The reactants are: [CH3:1][N:2]1[CH:6]=[C:5]([C:7]2[CH:8]=[C:9]3[C:14](=[CH:15][CH:16]=2)[N:13]([C:17]2[C:21]4[CH2:22][N:23](C(OC(C)(C)C)=O)[CH2:24][CH2:25][C:20]=4[N:19]([C@H:33]4[CH2:37][CH2:36][O:35][CH2:34]4)[N:18]=2)[CH2:12][CH2:11][CH2:10]3)[CH:4]=[N:3]1.FC(F)(F)C(O)=O.C([O-])(O)=O.[Na+].